Predict the reactants needed to synthesize the given product. From a dataset of Full USPTO retrosynthesis dataset with 1.9M reactions from patents (1976-2016). (1) Given the product [Cl:17][C:18]1[CH:24]=[CH:23][CH:22]=[CH:21][C:19]=1[NH:20][CH2:10][C:9]1[CH:12]=[CH:13][C:14]([O:15][CH3:16])=[C:7]([O:6][CH:1]2[CH2:5][CH2:4][CH2:3][CH2:2]2)[CH:8]=1, predict the reactants needed to synthesize it. The reactants are: [CH:1]1([O:6][C:7]2[CH:8]=[C:9]([CH:12]=[CH:13][C:14]=2[O:15][CH3:16])[CH:10]=O)[CH2:5][CH2:4][CH2:3][CH2:2]1.[Cl:17][C:18]1[CH:24]=[CH:23][CH:22]=[CH:21][C:19]=1[NH2:20].O. (2) Given the product [C:24]([O:27][C:28]([O:1][C:2]1[C:7]([C:8]([O:10][C:11]2[CH:16]=[CH:15][CH:14]=[CH:13][CH:12]=2)=[O:9])=[C:6]([CH3:17])[C:5]([O:18][C:19]([F:20])([F:21])[F:22])=[CH:4][CH:3]=1)=[O:29])([CH3:26])([CH3:25])[CH3:23], predict the reactants needed to synthesize it. The reactants are: [OH:1][C:2]1[C:7]([C:8]([O:10][C:11]2[CH:16]=[CH:15][CH:14]=[CH:13][CH:12]=2)=[O:9])=[C:6]([CH3:17])[C:5]([O:18][C:19]([F:22])([F:21])[F:20])=[CH:4][CH:3]=1.[CH3:23][C:24]([O:27][C:28](O[C:28]([O:27][C:24]([CH3:26])([CH3:25])[CH3:23])=[O:29])=[O:29])([CH3:26])[CH3:25].CCN(C(C)C)C(C)C. (3) Given the product [CH3:28][P:26]([C:29]1[CH:35]=[CH:34][C:32]([NH:33][C:2]2[CH:7]=[C:6]([NH:8][C:9]3[CH:14]=[CH:13][CH:12]=[CH:11][C:10]=3[S:15]([CH:18]([CH3:20])[CH3:19])(=[O:17])=[O:16])[C:5]([C:21]([F:24])([F:23])[F:22])=[CH:4][N:3]=2)=[C:31]([CH3:36])[CH:30]=1)([CH3:25])=[O:27], predict the reactants needed to synthesize it. The reactants are: Cl[C:2]1[CH:7]=[C:6]([NH:8][C:9]2[CH:14]=[CH:13][CH:12]=[CH:11][C:10]=2[S:15]([CH:18]([CH3:20])[CH3:19])(=[O:17])=[O:16])[C:5]([C:21]([F:24])([F:23])[F:22])=[CH:4][N:3]=1.[CH3:25][P:26]([C:29]1[CH:35]=[CH:34][C:32]([NH2:33])=[C:31]([CH3:36])[CH:30]=1)([CH3:28])=[O:27]. (4) Given the product [Br:1][C:2]1[CH:7]=[CH:6][C:5]([S:8]([N:11]2[C:19]3[C:14](=[CH:15][CH:16]=[CH:17][CH:18]=3)[CH:13]=[C:12]2[CH:20]=[O:21])(=[O:9])=[O:10])=[CH:4][CH:3]=1, predict the reactants needed to synthesize it. The reactants are: [Br:1][C:2]1[CH:7]=[CH:6][C:5]([S:8]([N:11]2[C:19]3[C:14](=[CH:15][CH:16]=[CH:17][CH:18]=3)[CH:13]=[C:12]2[CH2:20][OH:21])(=[O:10])=[O:9])=[CH:4][CH:3]=1.C(N(CC)CC)C.[Cl-].[Na+]. (5) Given the product [C:17]([C:12]1[CH:13]=[C:14]2[C:9](=[C:10]([F:21])[CH:11]=1)[C:8](=[O:22])[N:7]([CH2:6][C:5]1[CH:23]=[CH:24][C:2]([C:33]3[CH:32]=[CH:31][N:30]=[C:29]([O:28][CH3:27])[CH:34]=3)=[CH:3][C:4]=1[CH2:25][OH:26])[N:16]=[CH:15]2)([CH3:19])([CH3:20])[CH3:18], predict the reactants needed to synthesize it. The reactants are: Br[C:2]1[CH:24]=[CH:23][C:5]([CH2:6][N:7]2[N:16]=[CH:15][C:14]3[C:9](=[C:10]([F:21])[CH:11]=[C:12]([C:17]([CH3:20])([CH3:19])[CH3:18])[CH:13]=3)[C:8]2=[O:22])=[C:4]([CH2:25][OH:26])[CH:3]=1.[CH3:27][O:28][C:29]1[CH:34]=[C:33](B(O)O)[CH:32]=[CH:31][N:30]=1.C([O-])([O-])=O.[K+].[K+]. (6) Given the product [CH3:1][N:2]1[CH2:7][CH2:6][N:5]([C:8]2[N:13]3[C:14]([C:30]([NH2:31])=[O:33])=[C:15]([CH2:17][N:18]([CH3:29])[C@@H:19]4[C:28]5[N:27]=[CH:26][CH:25]=[CH:24][C:23]=5[CH2:22][CH2:21][CH2:20]4)[N:16]=[C:12]3[CH:11]=[CH:10][CH:9]=2)[CH2:4][CH2:3]1, predict the reactants needed to synthesize it. The reactants are: [CH3:1][N:2]1[CH2:7][CH2:6][N:5]([C:8]2[N:13]3[C:14]([C:30]#[N:31])=[C:15]([CH2:17][N:18]([CH3:29])[C@@H:19]4[C:28]5[N:27]=[CH:26][CH:25]=[CH:24][C:23]=5[CH2:22][CH2:21][CH2:20]4)[N:16]=[C:12]3[CH:11]=[CH:10][CH:9]=2)[CH2:4][CH2:3]1.S(=O)(=O)(O)[OH:33]. (7) Given the product [C:29]([OH:34])(=[O:33])[C@H:30]([CH3:32])[OH:31].[CH:1]1([NH:4][C:5]([NH:7][C:8]2[C:9]([C:13]3[NH:17][C:16]4[CH:18]=[CH:19][C:20]([CH2:22][N:23]5[CH2:24][CH2:25][O:26][CH2:27][CH2:28]5)=[CH:21][C:15]=4[N:14]=3)=[N:10][NH:11][CH:12]=2)=[O:6])[CH2:3][CH2:2]1, predict the reactants needed to synthesize it. The reactants are: [CH:1]1([NH:4][C:5]([NH:7][C:8]2[C:9]([C:13]3[NH:17][C:16]4[CH:18]=[CH:19][C:20]([CH2:22][N:23]5[CH2:28][CH2:27][O:26][CH2:25][CH2:24]5)=[CH:21][C:15]=4[N:14]=3)=[N:10][NH:11][CH:12]=2)=[O:6])[CH2:3][CH2:2]1.[C:29]([OH:34])(=[O:33])[C@H:30]([CH3:32])[OH:31].